Dataset: Catalyst prediction with 721,799 reactions and 888 catalyst types from USPTO. Task: Predict which catalyst facilitates the given reaction. (1) Reactant: CN(OC)[C:3](=[O:5])[CH3:4].[CH2:8]([Mg]Cl)[C:9]1[CH:14]=[CH:13][CH:12]=[CH:11][CH:10]=1. Product: [C:9]1([CH2:8][C:3]([CH3:4])=[O:5])[CH:14]=[CH:13][CH:12]=[CH:11][CH:10]=1. The catalyst class is: 28. (2) Reactant: C([O:4][CH:5]1[CH:10]([CH3:11])[CH2:9][CH:8]([C:12]2[CH:17]=[CH:16][N:15]=[CH:14][C:13]=2[NH:18][C:19]([C:21]2[N:22]=[C:23]([C:26]3[C:31]([F:32])=[CH:30][CH:29]=[CH:28][C:27]=3[F:33])[S:24][CH:25]=2)=[O:20])[CH2:7][CH:6]1[NH:34][C:35]([O:37][C:38]([CH3:41])([CH3:40])[CH3:39])=[O:36])(=O)C.C(=O)([O-])[O-].[K+].[K+]. Product: [F:32][C:31]1[CH:30]=[CH:29][CH:28]=[C:27]([F:33])[C:26]=1[C:23]1[S:24][CH:25]=[C:21]([C:19]([NH:18][C:13]2[CH:14]=[N:15][CH:16]=[CH:17][C:12]=2[CH:8]2[CH2:7][CH:6]([NH:34][C:35](=[O:36])[O:37][C:38]([CH3:39])([CH3:40])[CH3:41])[CH:5]([OH:4])[CH:10]([CH3:11])[CH2:9]2)=[O:20])[N:22]=1. The catalyst class is: 5. (3) Reactant: C([O:3][C:4](=[O:41])[C:5]([O:8][C:9]1[C:14]([CH3:15])=[CH:13][C:12]([CH2:16][N:17]([C:24]2[S:28][C:27]([C:29]3[CH:34]=[CH:33][C:32]([C:35]([F:38])([F:37])[F:36])=[CH:31][CH:30]=3)=[N:26][C:25]=2[CH3:39])[CH2:18][C:19]2[CH:23]=[CH:22][S:21][CH:20]=2)=[CH:11][C:10]=1[CH3:40])([CH3:7])[CH3:6])C.[OH-].[Na+]. Product: [CH3:15][C:14]1[CH:13]=[C:12]([CH2:16][N:17]([C:24]2[S:28][C:27]([C:29]3[CH:30]=[CH:31][C:32]([C:35]([F:36])([F:37])[F:38])=[CH:33][CH:34]=3)=[N:26][C:25]=2[CH3:39])[CH2:18][C:19]2[CH:23]=[CH:22][S:21][CH:20]=2)[CH:11]=[C:10]([CH3:40])[C:9]=1[O:8][C:5]([CH3:7])([CH3:6])[C:4]([OH:41])=[O:3]. The catalyst class is: 14. (4) Reactant: [NH2:1][CH:2]1[CH2:7][CH2:6][N:5]([CH2:8][CH2:9][N:10]2[C:19]3[C:14](=[CH:15][CH:16]=[C:17]([O:20][CH3:21])[CH:18]=3)[N:13]=[CH:12][C:11]2=[O:22])[CH2:4][CH2:3]1.[C:23]1([C:29]#[C:30][CH:31]=O)[CH:28]=[CH:27][CH:26]=[CH:25][CH:24]=1.C(O[BH-](OC(=O)C)OC(=O)C)(=O)C.[Na+].C(=O)([O-])O.[Na+]. Product: [CH3:21][O:20][C:17]1[CH:18]=[C:19]2[C:14]([N:13]=[CH:12][C:11](=[O:22])[N:10]2[CH2:9][CH2:8][N:5]2[CH2:4][CH2:3][CH:2]([NH:1][CH2:31][C:30]#[C:29][C:23]3[CH:28]=[CH:27][CH:26]=[CH:25][CH:24]=3)[CH2:7][CH2:6]2)=[CH:15][CH:16]=1. The catalyst class is: 671. (5) Reactant: Br[C:2]1[CH:26]=[CH:25][C:5]([C:6]([NH:8][C:9]2[C:10]([O:23]C)=[N:11][CH:12]=[C:13]([C:15]3[CH:20]=[CH:19][N:18]=[C:17]([NH:21][CH3:22])[N:16]=3)[CH:14]=2)=[O:7])=[CH:4][CH:3]=1.[NH:27]1[CH2:32][CH2:31][CH2:30][CH2:29][CH2:28]1. Product: [CH3:22][NH:21][C:17]1[N:16]=[C:15]([C:13]2[CH:14]=[C:9]([NH:8][C:6](=[O:7])[C:5]3[CH:25]=[CH:26][C:2]([N:27]4[CH2:32][CH2:31][CH2:30][CH2:29][CH2:28]4)=[CH:3][CH:4]=3)[C:10](=[O:23])[NH:11][CH:12]=2)[CH:20]=[CH:19][N:18]=1. The catalyst class is: 37.